This data is from Orexin1 receptor HTS with 218,158 compounds and 233 confirmed actives. The task is: Binary Classification. Given a drug SMILES string, predict its activity (active/inactive) in a high-throughput screening assay against a specified biological target. (1) The drug is O1C(CC(=O)c2c1cc(OCOC)cc2OCOC)c1ccc(OCOC)cc1. The result is 0 (inactive). (2) The compound is S(=O)(=O)(CC(=O)N1CCCCC1)c1c2c([nH]c1)cccc2. The result is 0 (inactive). (3) The drug is S1C(Cn2c3c(n(CC(=O)N4CCCCC4)c2=O)cccc3)C1. The result is 0 (inactive). (4) The molecule is s1c(NC(=O)C2Oc3c(OC2)cccc3)nnc1C(F)(F)F. The result is 0 (inactive). (5) The compound is o1c2c(cc(c3n(c4c(n3)cccc4)C)c1=O)ccc(N(CC)CC)c2. The result is 1 (active). (6) The result is 0 (inactive). The molecule is Clc1cc(C(=O)NCCc2sc(nc2C)C)ccc1. (7) The compound is s1nnc2cc(NC(=S)Nc3ccc(N4CCOCC4)cc3)ccc12. The result is 0 (inactive).